From a dataset of Forward reaction prediction with 1.9M reactions from USPTO patents (1976-2016). Predict the product of the given reaction. (1) The product is: [I:1][C:2]1[CH:3]=[CH:4][C:5]2[N:6]([CH:7]=1)[C:11](=[O:19])[CH:10]=[CH:9][N:8]=2. Given the reactants [I:1][C:2]1[CH:3]=[CH:4][C:5]([NH:8][CH:9]=[C:10]2C(=O)OC(C)(C)O[C:11]2=[O:19])=[N:6][CH:7]=1, predict the reaction product. (2) Given the reactants [H-].[H-].[H-].[H-].[Li+].[Al+3].[F:7][C:8]1[CH:9]=[C:10]([C@@H:15]2[CH2:17][C@H:16]2[NH:18][C:19]2[C:20]3[N:31]=[N:30][N:29]([C@H:32]4[C@@H:36]5[O:37][C:38]([CH3:41])([CH3:40])[O:39][C@@H:35]5[C@@H:34]([O:42][CH2:43][C:44](O)=[O:45])[CH2:33]4)[C:21]=3[N:22]=[C:23]([S:25][CH2:26][CH2:27][CH3:28])[N:24]=2)[CH:11]=[CH:12][C:13]=1[F:14], predict the reaction product. The product is: [F:7][C:8]1[CH:9]=[C:10]([C@@H:15]2[CH2:17][C@H:16]2[NH:18][C:19]2[C:20]3[N:31]=[N:30][N:29]([C@H:32]4[C@@H:36]5[O:37][C:38]([CH3:40])([CH3:41])[O:39][C@@H:35]5[C@@H:34]([O:42][CH2:43][CH2:44][OH:45])[CH2:33]4)[C:21]=3[N:22]=[C:23]([S:25][CH2:26][CH2:27][CH3:28])[N:24]=2)[CH:11]=[CH:12][C:13]=1[F:14]. (3) Given the reactants [CH3:1][O:2][C:3]([C@@H:5]1[CH2:18][C@H:17]([O:19][C:20](=[O:28])[NH:21][C:22]2[CH:27]=[CH:26][CH:25]=[CH:24][CH:23]=2)[C:16](=[O:29])[C@H:15]2[C@@:6]1([CH3:37])[CH2:7][CH2:8][C@@H:9]1[C@:14]2([CH3:30])[CH2:13][C@@H:12]([C:31]2[CH:35]=[CH:34][O:33][CH:32]=2)[O:11][C:10]1=[O:36])=[O:4].[N+:38](C1C=CC(N=C=O)=CC=1)([O-:40])=[O:39], predict the reaction product. The product is: [CH3:1][O:2][C:3]([C@@H:5]1[CH2:18][C@H:17]([O:19][C:20](=[O:28])[NH:21][C:22]2[CH:27]=[CH:26][C:25]([N+:38]([O-:40])=[O:39])=[CH:24][CH:23]=2)[C:16](=[O:29])[C@H:15]2[C@@:6]1([CH3:37])[CH2:7][CH2:8][C@@H:9]1[C@:14]2([CH3:30])[CH2:13][C@@H:12]([C:31]2[CH:35]=[CH:34][O:33][CH:32]=2)[O:11][C:10]1=[O:36])=[O:4]. (4) The product is: [CH3:23][N:24]([CH3:28])[CH2:25][CH2:26][O:27][C:2]1[N:7]=[C:6]([NH:8][C:9]2[CH:10]=[C:11]3[C:16](=[CH:17][CH:18]=2)[N:15]=[C:14]([CH3:19])[CH:13]=[C:12]3[NH2:20])[N:5]=[C:4]([S:21][CH3:22])[N:3]=1. Given the reactants N[C:2]1[N:7]=[C:6]([NH:8][C:9]2[CH:10]=[C:11]3[C:16](=[CH:17][CH:18]=2)[N:15]=[C:14]([CH3:19])[CH:13]=[C:12]3[NH2:20])[N:5]=[C:4]([S:21][CH3:22])[N:3]=1.[CH3:23][N:24]([CH3:28])[CH2:25][CH2:26][OH:27], predict the reaction product. (5) Given the reactants [OH:1][C:2]1[CH:9]=[CH:8][C:7]([N+:10]([O-:12])=[O:11])=[CH:6][C:3]=1[CH:4]=O.[CH3:13][O:14][CH2:15][CH2:16][O:17][CH2:18]OCl.[CH3:21][O:22][C:23]1[CH:24]=[C:25]([CH:29]=[CH:30][C:31]=1[O:32][CH3:33])[CH2:26][C:27]#[N:28], predict the reaction product. The product is: [CH3:21][O:22][C:23]1[CH:24]=[C:25](/[C:26](=[CH:4]/[C:3]2[CH:6]=[C:7]([N+:10]([O-:12])=[O:11])[CH:8]=[CH:9][C:2]=2[O:1][CH2:18][O:17][CH2:16][CH2:15][O:14][CH3:13])/[C:27]#[N:28])[CH:29]=[CH:30][C:31]=1[O:32][CH3:33].